From a dataset of Forward reaction prediction with 1.9M reactions from USPTO patents (1976-2016). Predict the product of the given reaction. (1) Given the reactants [F:1][C:2]1[C:3]([O:36][CH3:37])=[C:4]([CH:8]([CH2:34][CH3:35])[CH2:9][C:10]([CH:16]=NC2C=CC=C3C=2C(C2C=CC(F)=CC=2)=NN3)([OH:15])[C:11]([F:14])([F:13])[F:12])[CH:5]=[CH:6][CH:7]=1.B(Br)(Br)Br.C([O-])(O)=[O:43].[Na+], predict the reaction product. The product is: [F:1][C:2]1[C:3]([O:36][CH3:37])=[C:4]([CH:8]([CH2:34][CH3:35])[CH2:9][C:10]([OH:15])([C:11]([F:12])([F:13])[F:14])[CH:16]=[O:43])[CH:5]=[CH:6][CH:7]=1. (2) The product is: [OH:3][CH:4]1[CH2:27][N:26]([C:28]([O:30][C:31]([CH3:34])([CH3:33])[CH3:32])=[O:29])[C:7]2=[N:8][C:9]([C:19]3[CH:24]=[CH:23][C:22]([CH3:25])=[CH:21][CH:20]=3)=[C:10]([C:12]3[CH:17]=[CH:16][C:15]([CH3:18])=[CH:14][CH:13]=3)[N:11]=[C:6]2[CH2:5]1. Given the reactants S=C1O[CH:5]2[C:6]3[C:7]([N:26]([C:28]([O:30][C:31]([CH3:34])([CH3:33])[CH3:32])=[O:29])[CH2:27][CH:4]2[O:3]1)=[N:8][C:9]([C:19]1[CH:24]=[CH:23][C:22]([CH3:25])=[CH:21][CH:20]=1)=[C:10]([C:12]1[CH:17]=[CH:16][C:15]([CH3:18])=[CH:14][CH:13]=1)[N:11]=3.C([SnH](CCCC)CCCC)CCC, predict the reaction product. (3) Given the reactants [CH3:1][O:2][C:3]1[CH:11]=[CH:10][C:6]([C:7](Cl)=[O:8])=[CH:5][CH:4]=1.N[CH:13]([CH2:21][NH:22][C:23]1[C:28]([CH2:29][CH3:30])=[C:27]([N:31]2[CH2:36][CH2:35][CH:34]([C:37]3[CH:46]=[CH:45][C:44]4[CH2:43][CH2:42][CH2:41][NH:40][C:39]=4[N:38]=3)[CH2:33][CH2:32]2)[N:26]=[CH:25][N:24]=1)[C:14]([O:16][C:17]([CH3:20])([CH3:19])[CH3:18])=[O:15], predict the reaction product. The product is: [CH2:29]([C:28]1[C:23]([NH:22][CH2:21][CH:13]([C:7](=[O:8])[C:6]2[CH:10]=[CH:11][C:3]([O:2][CH3:1])=[CH:4][CH:5]=2)[C:14]([O:16][C:17]([CH3:18])([CH3:20])[CH3:19])=[O:15])=[N:24][CH:25]=[N:26][C:27]=1[N:31]1[CH2:36][CH2:35][CH:34]([C:37]2[CH:46]=[CH:45][C:44]3[CH2:43][CH2:42][CH2:41][NH:40][C:39]=3[N:38]=2)[CH2:33][CH2:32]1)[CH3:30].